Predict which catalyst facilitates the given reaction. From a dataset of Catalyst prediction with 721,799 reactions and 888 catalyst types from USPTO. (1) The catalyst class is: 293. Product: [N:10]1([C:7]2[N:8]=[CH:9][C:4]([NH2:1])=[CH:5][CH:6]=2)[CH2:14][CH2:13][CH2:12][CH2:11]1. Reactant: [N+:1]([C:4]1[CH:5]=[CH:6][C:7]([N:10]2[CH2:14][CH2:13][CH2:12][CH2:11]2)=[N:8][CH:9]=1)([O-])=O.C([O-])=O.[NH4+].Cl.CCOCC. (2) Reactant: [Br:1][C:2]1[CH:7]=[CH:6][C:5]([N:8]=[C:9]=S)=[CH:4][CH:3]=1.[NH2:11][C:12]1[CH:17]=[C:16]([Cl:18])[CH:15]=[CH:14][C:13]=1[OH:19].O=O.[K+].O. Product: [Br:1][C:2]1[CH:7]=[CH:6][C:5]([NH:8][C:9]2[O:19][C:13]3[CH:14]=[CH:15][C:16]([Cl:18])=[CH:17][C:12]=3[N:11]=2)=[CH:4][CH:3]=1. The catalyst class is: 10. (3) Reactant: [CH3:1][N:2]1[C:6]2([CH2:14][C:13]3[C:8](=[CH:9][CH:10]=[C:11]([NH:15][C:16]4[N:21]=[CH:20][N:19]=[C:18]([C:22]([OH:24])=O)[CH:17]=4)[CH:12]=3)[CH2:7]2)[C:5](=[O:25])[NH:4][C:3]1=[O:26].[NH:27]1[C:35]2[C:30](=[CH:31][CH:32]=[CH:33][CH:34]=2)[CH2:29][CH2:28]1.C(N(CC)CC)C.CN(C(ON1N=NC2C=CC=CC1=2)=[N+](C)C)C.[B-](F)(F)(F)F. Product: [N:27]1([C:22]([C:18]2[N:19]=[CH:20][N:21]=[C:16]([NH:15][C:11]3[CH:12]=[C:13]4[C:8](=[CH:9][CH:10]=3)[CH2:7][C:6]3([C:5](=[O:25])[NH:4][C:3](=[O:26])[N:2]3[CH3:1])[CH2:14]4)[CH:17]=2)=[O:24])[C:35]2[C:30](=[CH:31][CH:32]=[CH:33][CH:34]=2)[CH2:29][CH2:28]1. The catalyst class is: 3. (4) The catalyst class is: 1. Product: [CH2:32]([N:31]([CH2:39][C:40]1[CH:41]=[CH:42][CH:43]=[CH:44][CH:45]=1)[CH:21]1[CH2:22][O:23][C:5]2[N:6]=[CH:7][C:2]([Br:1])=[CH:3][C:4]=2[N:9]([S:10]([C:13]2[CH:14]=[C:15]([CH3:19])[CH:16]=[CH:17][CH:18]=2)(=[O:12])=[O:11])[CH2:20]1)[C:33]1[CH:38]=[CH:37][CH:36]=[CH:35][CH:34]=1. Reactant: [Br:1][C:2]1[CH:3]=[C:4]([N:9]([CH2:20][CH:21]([N:31]([CH2:39][C:40]2[CH:45]=[CH:44][CH:43]=[CH:42][CH:41]=2)[CH2:32][C:33]2[CH:38]=[CH:37][CH:36]=[CH:35][CH:34]=2)[CH2:22][O:23][Si](C(C)(C)C)(C)C)[S:10]([C:13]2[CH:18]=[CH:17][CH:16]=[C:15]([CH3:19])[CH:14]=2)(=[O:12])=[O:11])[C:5](Cl)=[N:6][CH:7]=1.[F-].C([N+](CCCC)(CCCC)CCCC)CCC. (5) Reactant: C([O:8][C:9](=[O:34])[C@H:10]([N:20]([CH2:28][C:29]([O:31][CH2:32][CH3:33])=[O:30])[C:21]([O:23][C:24]([CH3:27])([CH3:26])[CH3:25])=[O:22])[CH2:11][C:12]1[CH:17]=[CH:16][C:15]([O:18][CH3:19])=[CH:14][CH:13]=1)C1C=CC=CC=1. Product: [CH2:32]([O:31][C:29]([CH2:28][N:20]([C:21]([O:23][C:24]([CH3:25])([CH3:27])[CH3:26])=[O:22])[C@H:10]([CH2:11][C:12]1[CH:13]=[CH:14][C:15]([O:18][CH3:19])=[CH:16][CH:17]=1)[C:9]([OH:34])=[O:8])=[O:30])[CH3:33]. The catalyst class is: 19. (6) Product: [Cl:1][C:2]1[CH:3]=[CH:4][C:5]([O:8][C:9]2[CH:10]=[C:11]([CH:12]=[CH:13][CH:14]=2)/[CH:15]=[C:16]2/[CH:17]([CH3:22])[CH2:18][N:19]([C:39]([NH:38][C:34]3[CH:33]=[N:32][CH:37]=[CH:36][CH:35]=3)=[O:40])[CH2:20][CH2:21]/2)=[N:6][CH:7]=1. The catalyst class is: 10. Reactant: [Cl:1][C:2]1[CH:3]=[CH:4][C:5]([O:8][C:9]2[CH:14]=[CH:13][CH:12]=[C:11](/[CH:15]=[C:16]3/[CH:17]([CH3:22])[CH2:18][NH:19][CH2:20][CH2:21]/3)[CH:10]=2)=[N:6][CH:7]=1.C(N(C(C)C)CC)(C)C.[N:32]1[CH:37]=[CH:36][CH:35]=[C:34]([NH:38][C:39](=O)[O:40]C2C=CC=CC=2)[CH:33]=1. (7) Reactant: Cl.[CH2:2]1[C:11]2[C:6](=[CH:7][C:8]([C:12]([O:14][CH3:15])=[O:13])=[CH:9][CH:10]=2)[CH2:5][CH2:4][NH:3]1.[OH-].[Na+].[CH3:18][C:19]([O:22][C:23](O[C:23]([O:22][C:19]([CH3:21])([CH3:20])[CH3:18])=[O:24])=[O:24])([CH3:21])[CH3:20].O. Product: [CH2:2]1[C:11]2[C:6](=[CH:7][C:8]([C:12]([O:14][CH3:15])=[O:13])=[CH:9][CH:10]=2)[CH2:5][CH2:4][N:3]1[C:23]([O:22][C:19]([CH3:21])([CH3:20])[CH3:18])=[O:24]. The catalyst class is: 38.